From a dataset of Forward reaction prediction with 1.9M reactions from USPTO patents (1976-2016). Predict the product of the given reaction. (1) Given the reactants Br[C:2]1[CH:7]=[CH:6][C:5]([C:8]2[O:9][CH:10]=[C:11]([CH2:13][N:14]3[CH2:19][CH2:18][CH2:17][CH2:16][CH:15]3[CH3:20])[N:12]=2)=[CH:4][CH:3]=1.[N:21]1[CH:26]=[CH:25][CH:24]=[C:23](B(O)O)[CH:22]=1.C(=O)([O-])[O-].[Na+].[Na+], predict the reaction product. The product is: [CH3:20][CH:15]1[CH2:16][CH2:17][CH2:18][CH2:19][N:14]1[CH2:13][C:11]1[N:12]=[C:8]([C:5]2[CH:6]=[CH:7][C:2]([C:23]3[CH:22]=[N:21][CH:26]=[CH:25][CH:24]=3)=[CH:3][CH:4]=2)[O:9][CH:10]=1. (2) The product is: [NH2:23][CH2:22][C:4]1[C:5]2[N:6]([C:8]([C:12]([C:13]3[CH:18]=[CH:17][C:16]([Cl:19])=[CH:15][C:14]=3[F:20])=[O:21])=[C:9]([CH3:11])[N:10]=2)[N:7]=[C:2]([Cl:1])[CH:3]=1. Given the reactants [Cl:1][C:2]1[CH:3]=[C:4]([CH2:22][N:23]2C(=O)C3C(=CC=CC=3)C2=O)[C:5]2[N:6]([C:8]([C:12](=[O:21])[C:13]3[CH:18]=[CH:17][C:16]([Cl:19])=[CH:15][C:14]=3[F:20])=[C:9]([CH3:11])[N:10]=2)[N:7]=1.C(O)C.NN, predict the reaction product.